Dataset: NCI-60 drug combinations with 297,098 pairs across 59 cell lines. Task: Regression. Given two drug SMILES strings and cell line genomic features, predict the synergy score measuring deviation from expected non-interaction effect. Drug 1: CC(CN1CC(=O)NC(=O)C1)N2CC(=O)NC(=O)C2. Drug 2: C1=NC2=C(N1)C(=S)N=CN2. Cell line: SK-MEL-5. Synergy scores: CSS=11.3, Synergy_ZIP=-5.86, Synergy_Bliss=-1.49, Synergy_Loewe=-5.86, Synergy_HSA=0.700.